From a dataset of Peptide-MHC class II binding affinity with 134,281 pairs from IEDB. Regression. Given a peptide amino acid sequence and an MHC pseudo amino acid sequence, predict their binding affinity value. This is MHC class II binding data. (1) The peptide sequence is NTLYLQMNSLRAEDT. The MHC is HLA-DQA10101-DQB10501 with pseudo-sequence HLA-DQA10101-DQB10501. The binding affinity (normalized) is 0.421. (2) The peptide sequence is YDKFLANVSTVDTGK. The MHC is DRB1_1602 with pseudo-sequence DRB1_1602. The binding affinity (normalized) is 0.737. (3) The peptide sequence is KGSNPNYLALLVKFV. The MHC is HLA-DQA10104-DQB10503 with pseudo-sequence HLA-DQA10104-DQB10503. The binding affinity (normalized) is 0.219. (4) The peptide sequence is AEHQAIVRDVLAASD. The MHC is DRB1_1001 with pseudo-sequence DRB1_1001. The binding affinity (normalized) is 0.149. (5) The peptide sequence is GAATVAAGAATTAAG. The MHC is HLA-DPA10103-DPB10201 with pseudo-sequence HLA-DPA10103-DPB10201. The binding affinity (normalized) is 0.0481.